This data is from Forward reaction prediction with 1.9M reactions from USPTO patents (1976-2016). The task is: Predict the product of the given reaction. Given the reactants [CH:1]1[C:10]2[C:5](=[CH:6][CH:7]=[CH:8][CH:9]=2)[CH:4]=[CH:3][C:2]=1[CH2:11][C:12]1[O:13][C:14]([CH3:33])=[C:15]([CH3:32])[C:16]=1[C:17]([C:19]1[CH:24]=[C:23]([CH:25]([CH3:27])[CH3:26])[C:22]([OH:28])=[C:21]([CH:29]([CH3:31])[CH3:30])[CH:20]=1)=[O:18].Cl[S:35]([C:38]1[CH:46]=[CH:45][C:41]([C:42]([OH:44])=[O:43])=[C:40]([OH:47])[CH:39]=1)(=[O:37])=[O:36], predict the reaction product. The product is: [CH3:32][C:15]1[C:16]([C:17]([C:19]2[CH:20]=[C:21]([CH:29]([CH3:31])[CH3:30])[C:22]([O:28][S:35]([C:38]3[CH:46]=[CH:45][C:41]([C:42]([OH:44])=[O:43])=[C:40]([OH:47])[CH:39]=3)(=[O:37])=[O:36])=[C:23]([CH:25]([CH3:26])[CH3:27])[CH:24]=2)=[O:18])=[C:12]([CH2:11][C:2]2[CH:3]=[CH:4][C:5]3[C:10](=[CH:9][CH:8]=[CH:7][CH:6]=3)[CH:1]=2)[O:13][C:14]=1[CH3:33].